From a dataset of Peptide-MHC class II binding affinity with 134,281 pairs from IEDB. Regression. Given a peptide amino acid sequence and an MHC pseudo amino acid sequence, predict their binding affinity value. This is MHC class II binding data. (1) The peptide sequence is LLCGIGCAMLHWSLIK. The MHC is HLA-DQA10501-DQB10402 with pseudo-sequence HLA-DQA10501-DQB10402. The binding affinity (normalized) is 0.586. (2) The peptide sequence is AFKRAATAANAAPAN. The MHC is HLA-DPA10201-DPB11401 with pseudo-sequence HLA-DPA10201-DPB11401. The binding affinity (normalized) is 0.775. (3) The peptide sequence is VFNYETETTSVIPAA. The MHC is HLA-DPA10201-DPB11401 with pseudo-sequence HLA-DPA10201-DPB11401. The binding affinity (normalized) is 0. (4) The peptide sequence is VWLAYKVAAAGVSYHDRR. The MHC is DRB1_1101 with pseudo-sequence DRB1_1101. The binding affinity (normalized) is 0.603. (5) The peptide sequence is LIGPTPVNIIGRNLLTQLGC. The MHC is DRB1_1101 with pseudo-sequence DRB1_1101. The binding affinity (normalized) is 0.430. (6) The MHC is DRB1_1501 with pseudo-sequence DRB1_1501. The binding affinity (normalized) is 0.264. The peptide sequence is RGQALLVNSSQPWEP. (7) The MHC is DRB4_0101 with pseudo-sequence DRB4_0103. The peptide sequence is MSLLTEVETYVLSII. The binding affinity (normalized) is 0.211.